Dataset: Peptide-MHC class II binding affinity with 134,281 pairs from IEDB. Task: Regression. Given a peptide amino acid sequence and an MHC pseudo amino acid sequence, predict their binding affinity value. This is MHC class II binding data. (1) The MHC is DRB1_0701 with pseudo-sequence DRB1_0701. The peptide sequence is DTFRKLFRRYSNFLR. The binding affinity (normalized) is 0.376. (2) The peptide sequence is GIIQPEQPAQL. The MHC is DRB1_1101 with pseudo-sequence DRB1_1101. The binding affinity (normalized) is 0. (3) The peptide sequence is RRGSANGKTLGEVWK. The MHC is DRB1_0801 with pseudo-sequence DRB1_0801. The binding affinity (normalized) is 0. (4) The peptide sequence is GELEFEEFVSLASRF. The MHC is DRB1_1501 with pseudo-sequence DRB1_1501. The binding affinity (normalized) is 0.394. (5) The peptide sequence is RQCCHKAMENFTDDD. The MHC is DRB1_1101 with pseudo-sequence DRB1_1101. The binding affinity (normalized) is 0.0500. (6) The peptide sequence is GTGSLVITASMSGHI. The MHC is HLA-DQA10201-DQB10202 with pseudo-sequence HLA-DQA10201-DQB10202. The binding affinity (normalized) is 0.562. (7) The peptide sequence is HTMWHVTRGAFLVRNHHHHHH. The MHC is DRB3_0202 with pseudo-sequence DRB3_0202. The binding affinity (normalized) is 0.851. (8) The peptide sequence is DVINDFVSSYARGET. The MHC is DRB1_0701 with pseudo-sequence DRB1_0701. The binding affinity (normalized) is 0.163. (9) The peptide sequence is DFILATDIAEMGANL. The MHC is DRB1_0401 with pseudo-sequence DRB1_0401. The binding affinity (normalized) is 0.625. (10) The peptide sequence is DRAVKLYRKLKREIT. The MHC is DRB1_1101 with pseudo-sequence DRB1_1101. The binding affinity (normalized) is 0.743.